From a dataset of Reaction yield outcomes from USPTO patents with 853,638 reactions. Predict the reaction yield, written as a fraction of the theoretical maximum amount of product (1.0 means a 100% yield; for example, 0.34 means a 34% yield). (1) The reactants are Br[C:2]1[CH:3]=[CH:4][C:5]([C:9]2[N:13]=[CH:12][N:11](C(OC(C)(C)C)=O)[N:10]=2)=[N:6][C:7]=1[CH3:8].[CH:21]([N:24]1[C:29]2=[N:30][C:31](B3OC(C)(C)C(C)(C)O3)=[CH:32][N:33]=[C:28]2[NH:27][CH2:26][C:25]1=[O:43])([CH3:23])[CH3:22].C(=O)([O-])[O-].[Na+].[Na+]. The catalyst is CC(N(C)C)=O.O.[Pd].C1(P(C2C=CC=CC=2)C2C=CC=CC=2)C=CC=CC=1.C1(P(C2C=CC=CC=2)C2C=CC=CC=2)C=CC=CC=1.C1(P(C2C=CC=CC=2)C2C=CC=CC=2)C=CC=CC=1.C1(P(C2C=CC=CC=2)C2C=CC=CC=2)C=CC=CC=1. The product is [CH:21]([N:24]1[C:29]2=[N:30][C:31]([C:2]3[C:7]([CH3:8])=[N:6][C:5]([C:9]4[NH:13][CH:12]=[N:11][N:10]=4)=[CH:4][CH:3]=3)=[CH:32][N:33]=[C:28]2[NH:27][CH2:26][C:25]1=[O:43])([CH3:23])[CH3:22]. The yield is 0.410. (2) The reactants are CC(C)([O-])C.[K+].[Br:7][C:8]1[CH:13]=[CH:12][C:11]([NH:14][NH2:15])=[C:10]([CH3:16])[CH:9]=1.[C:17](OCC)(=[O:20])[C:18]#[CH:19]. The catalyst is O. The product is [Br:7][C:8]1[CH:13]=[CH:12][C:11]([N:14]2[CH:19]=[CH:18][C:17]([OH:20])=[N:15]2)=[C:10]([CH3:16])[CH:9]=1. The yield is 0.240. (3) The reactants are [S:1]1[C:9]2[CH:8]=[CH:7][N:6]=[CH:5][C:4]=2[CH:3]=[CH:2]1.C([Li])CCC.CCCCCC.CN([CH:24]=[O:25])C. The catalyst is C1COCC1. The product is [S:1]1[C:9]2[CH:8]=[CH:7][N:6]=[CH:5][C:4]=2[CH:3]=[C:2]1[CH:24]=[O:25]. The yield is 0.415. (4) The reactants are N#N.[Li+].[Br-].[C:5]([O:9][C:10]([N:12]1[CH2:17][C@H:16]([CH2:18][OH:19])[N:15]([CH2:20][C:21]([N:23]2[C:31]3[C:26](=[CH:27][CH:28]=[C:29](Cl)[CH:30]=3)[C:25]([CH3:34])([CH3:33])[CH2:24]2)=[O:22])[CH2:14][C@H:13]1[CH3:35])=[O:11])([CH3:8])([CH3:7])[CH3:6].[Br-].[CH2:37]([Zn+])[C:38]1[CH:43]=[CH:42][CH:41]=[CH:40][CH:39]=1. The catalyst is C1COCC1.CN1C(=O)CCC1.CO.C(N1C=CN(C(C)C)C1=[Pd-3](Cl)(Cl)C1C(Cl)=CC=CN=1)(C)C.C1COCC1. The product is [C:5]([O:9][C:10]([N:12]1[CH2:17][C@H:16]([CH2:18][OH:19])[N:15]([CH2:20][C:21]([N:23]2[C:31]3[C:26](=[CH:27][CH:28]=[C:29]([CH2:37][C:38]4[CH:43]=[CH:42][CH:41]=[CH:40][CH:39]=4)[CH:30]=3)[C:25]([CH3:34])([CH3:33])[CH2:24]2)=[O:22])[CH2:14][C@H:13]1[CH3:35])=[O:11])([CH3:8])([CH3:7])[CH3:6]. The yield is 0.120. (5) The reactants are [Cl:1][C:2]1[C:3]([CH3:13])=[CH:4][C:5]([O:11][CH3:12])=[C:6]([C:8](=[O:10])[CH3:9])[CH:7]=1.[Br:14]N1C(=O)CCC1=O. The catalyst is C(O)(=O)C. The product is [Br:14][C:4]1[C:5]([O:11][CH3:12])=[C:6]([C:8](=[O:10])[CH3:9])[CH:7]=[C:2]([Cl:1])[C:3]=1[CH3:13]. The yield is 0.380. (6) The reactants are [CH2:1]([O:3][C:4]([CH:6]1[CH2:10][CH2:9][N:8]([C:11](=[O:19])[C:12]2[CH:17]=[CH:16][C:15]([F:18])=[CH:14][CH:13]=2)[CH2:7]1)=[O:5])[CH3:2].C[Si]([N-][Si](C)(C)C)(C)C.[Li+].[I:30][CH2:31]I. The catalyst is O1CCCC1. The product is [CH2:1]([O:3][C:4]([C:6]1([CH2:31][I:30])[CH2:10][CH2:9][N:8]([C:11](=[O:19])[C:12]2[CH:13]=[CH:14][C:15]([F:18])=[CH:16][CH:17]=2)[CH2:7]1)=[O:5])[CH3:2]. The yield is 0.650. (7) The reactants are [CH2:1]([O:3][C:4](=[O:27])[CH:5]([C:10]1[CH:11]=[C:12]([C:17]2[CH:22]=[CH:21][C:20]([C:23]([F:26])([F:25])[F:24])=[CH:19][CH:18]=2)[CH:13]=[C:14]([OH:16])[CH:15]=1)[CH2:6][CH:7]([CH3:9])[CH3:8])[CH3:2].C1C=CC(N([S:35]([C:38]([F:41])([F:40])[F:39])(=[O:37])=[O:36])[S:35]([C:38]([F:41])([F:40])[F:39])(=[O:37])=[O:36])=CC=1.CCN(CC)CC. The catalyst is C1COCC1. The product is [CH2:1]([O:3][C:4](=[O:27])[CH:5]([C:10]1[CH:11]=[C:12]([C:17]2[CH:22]=[CH:21][C:20]([C:23]([F:24])([F:26])[F:25])=[CH:19][CH:18]=2)[CH:13]=[C:14]([O:16][S:35]([C:38]([F:41])([F:40])[F:39])(=[O:37])=[O:36])[CH:15]=1)[CH2:6][CH:7]([CH3:9])[CH3:8])[CH3:2]. The yield is 0.980.